From a dataset of Full USPTO retrosynthesis dataset with 1.9M reactions from patents (1976-2016). Predict the reactants needed to synthesize the given product. Given the product [CH:11]1([O:16][C:17]2[C:18]([CH:8]=[O:9])=[C:19]([CH:27]=[CH:28][C:29]=2[O:30][CH3:31])[C:20]([N:22]([CH2:23][CH3:24])[CH2:25][CH3:26])=[O:21])[CH2:12][CH2:13][CH2:14][CH2:15]1, predict the reactants needed to synthesize it. The reactants are: C([Li])(CC)C.CN(C)[CH:8]=[O:9].[CH:11]1([O:16][C:17]2[CH:18]=[C:19]([CH:27]=[CH:28][C:29]=2[O:30][CH3:31])[C:20]([N:22]([CH2:25][CH3:26])[CH2:23][CH3:24])=[O:21])[CH2:15][CH2:14][CH2:13][CH2:12]1.NCCCCN.P([O-])([O-])([O-])=O.Cl.